Dataset: NCI-60 drug combinations with 297,098 pairs across 59 cell lines. Task: Regression. Given two drug SMILES strings and cell line genomic features, predict the synergy score measuring deviation from expected non-interaction effect. (1) Drug 1: CN(C)C1=NC(=NC(=N1)N(C)C)N(C)C. Drug 2: CN1C2=C(C=C(C=C2)N(CCCl)CCCl)N=C1CCCC(=O)O.Cl. Cell line: IGROV1. Synergy scores: CSS=3.47, Synergy_ZIP=-1.68, Synergy_Bliss=-2.35, Synergy_Loewe=-1.54, Synergy_HSA=-1.79. (2) Drug 1: C1CC(=O)NC(=O)C1N2CC3=C(C2=O)C=CC=C3N. Drug 2: CC1CCC2CC(C(=CC=CC=CC(CC(C(=O)C(C(C(=CC(C(=O)CC(OC(=O)C3CCCCN3C(=O)C(=O)C1(O2)O)C(C)CC4CCC(C(C4)OC)O)C)C)O)OC)C)C)C)OC. Cell line: MCF7. Synergy scores: CSS=24.7, Synergy_ZIP=-5.55, Synergy_Bliss=-4.58, Synergy_Loewe=-26.4, Synergy_HSA=-2.18. (3) Cell line: UACC62. Drug 1: CC1=C(N=C(N=C1N)C(CC(=O)N)NCC(C(=O)N)N)C(=O)NC(C(C2=CN=CN2)OC3C(C(C(C(O3)CO)O)O)OC4C(C(C(C(O4)CO)O)OC(=O)N)O)C(=O)NC(C)C(C(C)C(=O)NC(C(C)O)C(=O)NCCC5=NC(=CS5)C6=NC(=CS6)C(=O)NCCC[S+](C)C)O. Synergy scores: CSS=55.0, Synergy_ZIP=-0.453, Synergy_Bliss=-1.62, Synergy_Loewe=2.11, Synergy_HSA=4.88. Drug 2: CCC1(C2=C(COC1=O)C(=O)N3CC4=CC5=C(C=CC(=C5CN(C)C)O)N=C4C3=C2)O.Cl. (4) Drug 1: CN(CCCl)CCCl.Cl. Drug 2: C1CN(CCN1C(=O)CCBr)C(=O)CCBr. Cell line: HCT116. Synergy scores: CSS=36.7, Synergy_ZIP=-1.59, Synergy_Bliss=0.0456, Synergy_Loewe=-9.64, Synergy_HSA=0.0853. (5) Drug 1: CC1C(C(CC(O1)OC2CC(CC3=C2C(=C4C(=C3O)C(=O)C5=C(C4=O)C(=CC=C5)OC)O)(C(=O)C)O)N)O.Cl. Drug 2: CN(C)N=NC1=C(NC=N1)C(=O)N. Cell line: T-47D. Synergy scores: CSS=18.3, Synergy_ZIP=-5.28, Synergy_Bliss=0.694, Synergy_Loewe=-10.6, Synergy_HSA=0.0828. (6) Drug 1: C1=CC(=CC=C1CCC2=CNC3=C2C(=O)NC(=N3)N)C(=O)NC(CCC(=O)O)C(=O)O. Drug 2: C1=NC2=C(N1)C(=S)N=CN2. Cell line: DU-145. Synergy scores: CSS=22.2, Synergy_ZIP=-10.7, Synergy_Bliss=-11.8, Synergy_Loewe=-8.78, Synergy_HSA=-7.08. (7) Drug 1: C(CC(=O)O)C(=O)CN.Cl. Drug 2: CC(C)NC(=O)C1=CC=C(C=C1)CNNC.Cl. Cell line: NCI-H322M. Synergy scores: CSS=22.4, Synergy_ZIP=-0.586, Synergy_Bliss=-0.0599, Synergy_Loewe=-0.0201, Synergy_HSA=0.821.